From a dataset of Forward reaction prediction with 1.9M reactions from USPTO patents (1976-2016). Predict the product of the given reaction. (1) Given the reactants [CH3:1][N:2]([CH3:21])[C:3]([C@@H:5]1[CH2:10][CH2:9][CH2:8][CH2:7][N:6]1C(OCC1C=CC=CC=1)=O)=[O:4].[ClH:22], predict the reaction product. The product is: [ClH:22].[CH3:1][N:2]([CH3:21])[C:3]([C@@H:5]1[CH2:10][CH2:9][CH2:8][CH2:7][NH:6]1)=[O:4]. (2) Given the reactants C(OC([N:8]1[C:11]2([CH2:14][N:13]([C:15](=[O:27])[NH:16][C:17]34[CH2:26][CH:21]5[CH2:22][CH:23]([CH2:25][CH:19]([CH2:20]5)[CH2:18]3)[CH2:24]4)[CH2:12]2)[CH2:10][CH2:9]1)=O)(C)(C)C.[Cl:28][C:29]1[CH:34]=[CH:33][C:32]([S:35](Cl)(=[O:37])=[O:36])=[CH:31][CH:30]=1, predict the reaction product. The product is: [C:17]12([NH:16][C:15]([N:13]3[CH2:14][C:11]4([N:8]([S:35]([C:32]5[CH:33]=[CH:34][C:29]([Cl:28])=[CH:30][CH:31]=5)(=[O:37])=[O:36])[CH2:9][CH2:10]4)[CH2:12]3)=[O:27])[CH2:18][CH:19]3[CH2:25][CH:23]([CH2:22][CH:21]([CH2:20]3)[CH2:26]1)[CH2:24]2. (3) Given the reactants [C:1]([O:5][C:6]([NH:8][CH2:9][C:10]1[CH:18]=[CH:17][C:13]([C:14]([OH:16])=[O:15])=[CH:12][CH:11]=1)=[O:7])([CH3:4])([CH3:3])[CH3:2].[B-](F)(F)(F)F.CN(C(O[N:32]1[C:37](=[O:38])[CH2:36][CH2:35][C:33]1=[O:34])=[N+](C)C)C.C(N(CC)C(C)C)(C)C, predict the reaction product. The product is: [C:1]([O:5][C:6]([NH:8][CH2:9][C:10]1[CH:11]=[CH:12][C:13]([C:14]([O:16][N:32]2[C:37](=[O:38])[CH2:36][CH2:35][C:33]2=[O:34])=[O:15])=[CH:17][CH:18]=1)=[O:7])([CH3:4])([CH3:2])[CH3:3]. (4) Given the reactants [CH2:1]1[C:14]2[C:13]3[CH:12]=[CH:11][CH:10]=[CH:9][C:8]=3[NH:7][C:6]=2[CH:5]([C:15]([O:17][CH3:18])=[O:16])[CH2:4][NH:3][CH2:2]1.C(=O)([O-])[O-].[K+].[K+].[CH2:25](Br)[CH:26]=[CH2:27], predict the reaction product. The product is: [CH2:27]([N:3]1[CH2:2][CH2:1][C:14]2[C:13]3[CH:12]=[CH:11][CH:10]=[CH:9][C:8]=3[NH:7][C:6]=2[CH:5]([C:15]([O:17][CH3:18])=[O:16])[CH2:4]1)[CH:26]=[CH2:25]. (5) Given the reactants [C:1]1(B(O)O)[CH:6]=[CH:5][CH:4]=[CH:3][CH:2]=1.[CH3:10][O:11][C:12](=[O:22])[C:13]1[CH:18]=[C:17](I)[C:16]([OH:20])=[C:15](I)[CH:14]=1, predict the reaction product. The product is: [CH3:10][O:11][C:12](=[O:22])[C:13]1[CH:18]=[C:17]([C:1]2[CH:6]=[CH:5][CH:4]=[CH:3][CH:2]=2)[C:16]([OH:20])=[C:15]([C:1]2[CH:6]=[CH:5][CH:4]=[CH:3][CH:2]=2)[CH:14]=1. (6) Given the reactants [CH:1]1([C:4]2[CH:12]=[CH:11][CH:10]=[C:9]3[C:5]=2[CH2:6][C:7](=[O:14])[N:8]3[CH3:13])[CH2:3][CH2:2]1.[Br-:15].[K+].BrBr, predict the reaction product. The product is: [Br:15][C:12]1[C:4]([CH:1]2[CH2:3][CH2:2]2)=[C:5]2[C:9](=[CH:10][CH:11]=1)[N:8]([CH3:13])[C:7](=[O:14])[CH2:6]2. (7) Given the reactants [NH2:1][C:2]1[CH:3]=[CH:4][C:5]2[CH2:9][O:8][B:7]([OH:10])[C:6]=2[CH:11]=1.CN1CCOCC1.[O:19]=[C:20]([CH3:40])[CH2:21][CH2:22][C:23]1[CH:28]=[C:27]([NH:29][C:30](=[O:35])[C:31]([F:34])([F:33])[F:32])[CH:26]=[CH:25][C:24]=1[S:36](Cl)(=[O:38])=[O:37], predict the reaction product. The product is: [F:34][C:31]([F:32])([F:33])[C:30]([NH:29][C:27]1[CH:26]=[CH:25][C:24]([S:36](=[O:37])(=[O:38])[NH:1][C:2]2[CH:3]=[CH:4][C:5]3[CH2:9][O:8][B:7]([OH:10])[C:6]=3[CH:11]=2)=[C:23]([CH2:22][CH2:21][C:20](=[O:19])[CH3:40])[CH:28]=1)=[O:35]. (8) Given the reactants C(N(CCCC)CCCC)CCC.C(O)=O.I[C:18]1[CH:19]=[C:20]([CH:25]=[CH:26][C:27]=1[O:28][CH:29]=[C:30]([C:32]1[CH:41]=[CH:40][C:39]2[C:38]([CH3:43])([CH3:42])[CH2:37][CH2:36][C:35]([CH3:45])([CH3:44])[C:34]=2[CH:33]=1)[CH3:31])[C:21]([O:23][CH3:24])=[O:22], predict the reaction product. The product is: [CH3:31][C:30]1([C:32]2[CH:41]=[CH:40][C:39]3[C:38]([CH3:42])([CH3:43])[CH2:37][CH2:36][C:35]([CH3:44])([CH3:45])[C:34]=3[CH:33]=2)[C:26]2[CH:25]=[C:20]([C:21]([O:23][CH3:24])=[O:22])[CH:19]=[CH:18][C:27]=2[O:28][CH2:29]1.